This data is from Full USPTO retrosynthesis dataset with 1.9M reactions from patents (1976-2016). The task is: Predict the reactants needed to synthesize the given product. (1) Given the product [CH2:2]([O:4][C:10]1[CH:11]=[C:6]([Br:5])[CH:7]=[N:8][CH:9]=1)[CH3:3], predict the reactants needed to synthesize it. The reactants are: [Na].[CH2:2]([OH:4])[CH3:3].[Br:5][C:6]1[CH:7]=[N:8][CH:9]=[C:10](Br)[CH:11]=1.CN(C=O)C. (2) Given the product [Si:1]([O:8][C@@H:9]([CH3:12])[CH2:10][O:11][N:33]1[C:37](=[O:38])[C:36]2[C:35](=[CH:42][CH:41]=[CH:40][CH:39]=2)[C:34]1=[O:43])([C:4]([CH3:7])([CH3:6])[CH3:5])([CH3:3])[CH3:2], predict the reactants needed to synthesize it. The reactants are: [Si:1]([O:8][C@@H:9]([CH3:12])[CH2:10][OH:11])([C:4]([CH3:7])([CH3:6])[CH3:5])([CH3:3])[CH3:2].C1(P(C2C=CC=CC=2)C2C=CC=CC=2)C=CC=CC=1.O[N:33]1[C:37](=[O:38])[C:36]2=[CH:39][CH:40]=[CH:41][CH:42]=[C:35]2[C:34]1=[O:43].CC(OC(/N=N/C(OC(C)C)=O)=O)C. (3) Given the product [NH2:9][C:10]1[C:19]([I:7])=[CH:18][C:13]([C:14]([O:16][CH3:17])=[O:15])=[C:12]([CH3:20])[N:11]=1, predict the reactants needed to synthesize it. The reactants are: I([O-])(=O)(=O)=O.[Na+].[I:7]I.[NH2:9][C:10]1[CH:19]=[CH:18][C:13]([C:14]([O:16][CH3:17])=[O:15])=[C:12]([CH3:20])[N:11]=1.S([O-])([O-])(=O)=S.[Na+].[Na+]. (4) Given the product [CH3:8][C:9]1[CH:12]=[CH:13][C:14]([CH3:15])=[CH:5][C:4]=1[CH2:3][Cl:11], predict the reactants needed to synthesize it. The reactants are: C=O.[CH3:3][C:4]1[CH:5]=CC(C)=[CH:8][CH:9]=1.[Cl-:11].[CH2:12]([N+]1C=CN(C)C=1)[CH2:13][CH2:14][CH3:15].Cl. (5) Given the product [C:1]([O:5][C:6](=[O:14])[NH:7][CH:8]1[CH2:13][CH2:12][N:11]([CH2:29][CH2:28][S:27][C:21]2[CH:22]=[N:23][C:24]3[C:19]([CH:20]=2)=[CH:18][C:17]([O:16][CH3:15])=[CH:26][CH:25]=3)[CH2:10][CH2:9]1)([CH3:4])([CH3:2])[CH3:3], predict the reactants needed to synthesize it. The reactants are: [C:1]([O:5][C:6](=[O:14])[NH:7][CH:8]1[CH2:13][CH2:12][NH:11][CH2:10][CH2:9]1)([CH3:4])([CH3:3])[CH3:2].[CH3:15][O:16][C:17]1[CH:18]=[C:19]2[C:24](=[CH:25][CH:26]=1)[N:23]=[CH:22][C:21]([S:27][CH2:28][CH:29]=O)=[CH:20]2.C(O[BH-](OC(=O)C)OC(=O)C)(=O)C.[Na+]. (6) Given the product [Cl:22][C:9]1[CH:8]=[C:7]([CH:12]=[C:11]([C:13]([C:16]2[CH:21]=[CH:20][N:19]=[CH:18][CH:17]=2)([CH3:15])[CH3:14])[CH:10]=1)[NH2:38], predict the reactants needed to synthesize it. The reactants are: FC(F)(F)S(O[C:7]1[CH:12]=[C:11]([C:13]([C:16]2[CH:21]=[CH:20][N:19]=[CH:18][CH:17]=2)([CH3:15])[CH3:14])[CH:10]=[C:9]([Cl:22])[CH:8]=1)(=O)=O.C(=[NH:38])(C1C=CC=CC=1)C1C=CC=CC=1.C1C=CC(P(C2C(C3C(P(C4C=CC=CC=4)C4C=CC=CC=4)=CC=C4C=3C=CC=C4)=C3C(C=CC=C3)=CC=2)C2C=CC=CC=2)=CC=1.C([O-])([O-])=O.[Cs+].[Cs+]. (7) Given the product [ClH:1].[CH3:2][O:3][C:4]1[CH:5]=[CH:6][C:7]([CH:10]2[CH2:11][CH2:12][CH2:13][CH2:14][NH:15][CH2:16]2)=[CH:8][CH:9]=1, predict the reactants needed to synthesize it. The reactants are: [ClH:1].[CH3:2][O:3][C:4]1[CH:9]=[CH:8][C:7]([C:10]2[CH2:11][CH2:12][CH2:13][CH2:14][NH:15][CH:16]=2)=[CH:6][CH:5]=1.